From a dataset of Full USPTO retrosynthesis dataset with 1.9M reactions from patents (1976-2016). Predict the reactants needed to synthesize the given product. (1) Given the product [N:26]([C:17]1([CH3:23])[CH2:16][CH2:15][N:14]([C:12]([O:11][C:7]([CH3:8])([CH3:9])[CH3:10])=[O:13])[CH2:19][CH2:18]1)=[C:5]=[O:4], predict the reactants needed to synthesize it. The reactants are: ClC([O:4][CH2:5]C)=O.[C:7]([O:11][C:12]([N:14]1[CH2:19][CH2:18][C:17]([CH3:23])(C(O)=O)[CH2:16][CH2:15]1)=[O:13])([CH3:10])([CH3:9])[CH3:8].C([N:26](CC)CC)C.[N-]=[N+]=[N-].[Na+]. (2) The reactants are: [C:1]1([C:7]2[O:8][C:9]([C:15]([F:18])([F:17])[F:16])=[C:10]([C:12]([OH:14])=O)[N:11]=2)[CH:6]=[CH:5][CH:4]=[CH:3][CH:2]=1.[NH2:19][C:20]1[CH:21]=[CH:22][C:23]([N:26]([CH3:30])[C:27](=[O:29])[CH3:28])=[N:24][CH:25]=1.F[P-](F)(F)(F)(F)F.Br[P+](N1CCCC1)(N1CCCC1)N1CCCC1.C(N(CC)CC)C. Given the product [C:27]([N:26]([CH3:30])[C:23]1[N:24]=[CH:25][C:20]([NH:19][C:12]([C:10]2[N:11]=[C:7]([C:1]3[CH:2]=[CH:3][CH:4]=[CH:5][CH:6]=3)[O:8][C:9]=2[C:15]([F:18])([F:17])[F:16])=[O:14])=[CH:21][CH:22]=1)(=[O:29])[CH3:28], predict the reactants needed to synthesize it. (3) Given the product [CH3:1][CH:2]([CH3:36])[CH2:3][S:4]([N:7]([C:38]1[CH:39]=[N:40][CH:41]=[CH:42][CH:43]=1)[CH2:8][C@H:9]1[CH2:14][N:13]([S:15]([C:18]2[S:19][CH:20]=[CH:21][CH:22]=2)(=[O:16])=[O:17])[CH2:12][CH2:11][N:10]1[C:23]1[CH:28]=[CH:27][C:26]([C:29]([OH:35])([CH3:34])[C:30]([F:32])([F:31])[F:33])=[CH:25][CH:24]=1)(=[O:6])=[O:5], predict the reactants needed to synthesize it. The reactants are: [CH3:1][CH:2]([CH3:36])[CH2:3][S:4]([NH:7][CH2:8][C@H:9]1[CH2:14][N:13]([S:15]([C:18]2[S:19][CH:20]=[CH:21][CH:22]=2)(=[O:17])=[O:16])[CH2:12][CH2:11][N:10]1[C:23]1[CH:28]=[CH:27][C:26]([C:29]([OH:35])([CH3:34])[C:30]([F:33])([F:32])[F:31])=[CH:25][CH:24]=1)(=[O:6])=[O:5].I[C:38]1[CH:39]=[N:40][CH:41]=[CH:42][CH:43]=1.CNCCNC.C(=O)([O-])[O-].[Cs+].[Cs+].